Dataset: Peptide-MHC class I binding affinity with 185,985 pairs from IEDB/IMGT. Task: Regression. Given a peptide amino acid sequence and an MHC pseudo amino acid sequence, predict their binding affinity value. This is MHC class I binding data. (1) The peptide sequence is GYDRRGEKY. The MHC is HLA-B15:01 with pseudo-sequence HLA-B15:01. The binding affinity (normalized) is 0.0847. (2) The peptide sequence is VRRAIRGEQLL. The MHC is Mamu-B03 with pseudo-sequence Mamu-B03. The binding affinity (normalized) is 0.418. (3) The peptide sequence is KEKGGLEGM. The MHC is HLA-B35:01 with pseudo-sequence HLA-B35:01. The binding affinity (normalized) is 0.0754. (4) The peptide sequence is DVDIPTFNSL. The MHC is HLA-A02:02 with pseudo-sequence HLA-A02:02. The binding affinity (normalized) is 0.307. (5) The peptide sequence is GVFPINESF. The MHC is HLA-B57:01 with pseudo-sequence HLA-B57:01. The binding affinity (normalized) is 0.542.